Dataset: Peptide-MHC class II binding affinity with 134,281 pairs from IEDB. Task: Regression. Given a peptide amino acid sequence and an MHC pseudo amino acid sequence, predict their binding affinity value. This is MHC class II binding data. The peptide sequence is RSFTAASSETGVG. The MHC is DRB1_0401 with pseudo-sequence DRB1_0401. The binding affinity (normalized) is 0.595.